From a dataset of Reaction yield outcomes from USPTO patents with 853,638 reactions. Predict the reaction yield, written as a fraction of the theoretical maximum amount of product (1.0 means a 100% yield; for example, 0.34 means a 34% yield). The reactants are [CH3:1][CH:2]1[C:6](=[O:7])[CH2:5][CH2:4][C:3]1=[O:8].CI.[OH-].[K+].O1CCOC[CH2:14]1. The catalyst is O. The product is [CH3:1][C:2]1([CH3:14])[C:6](=[O:7])[CH2:5][CH2:4][C:3]1=[O:8]. The yield is 0.930.